Dataset: Catalyst prediction with 721,799 reactions and 888 catalyst types from USPTO. Task: Predict which catalyst facilitates the given reaction. (1) Reactant: [Cl:1][C:2]1[CH:7]=[CH:6][C:5](B(O)O)=[CH:4][C:3]=1[C:11]([NH:13][CH2:14][C:15]12[CH2:24][CH:19]3[CH2:20][CH:21]([CH2:23][CH:17]([CH2:18]3)[CH2:16]1)[CH2:22]2)=[O:12].[NH2:25][C:26]1[C:31](Br)=[CH:30][CH:29]=[CH:28][N:27]=1.C(=O)([O-])[O-].[Na+].[Na+]. Product: [NH2:25][C:26]1[C:31]([C:5]2[CH:6]=[CH:7][C:2]([Cl:1])=[C:3]([CH:4]=2)[C:11]([NH:13][CH2:14][C:15]23[CH2:24][CH:19]4[CH2:20][CH:21]([CH2:23][CH:17]([CH2:18]4)[CH2:16]2)[CH2:22]3)=[O:12])=[CH:30][CH:29]=[CH:28][N:27]=1. The catalyst class is: 460. (2) Reactant: [N:1]([CH2:4][S:5]([CH3:8])(=[O:7])=[O:6])=[C:2]=[O:3].[N+:9](=[C:11]1[N:15]=[CH:14][N:13]=[C:12]1[C:16]([NH2:18])=[O:17])=[N-:10]. Product: [CH3:8][S:5]([CH2:4][N:1]1[C:2](=[O:3])[N:15]2[CH:14]=[N:13][C:12]([C:16]([NH2:18])=[O:17])=[C:11]2[N:9]=[N:10]1)(=[O:7])=[O:6]. The catalyst class is: 16.